From a dataset of Reaction yield outcomes from USPTO patents with 853,638 reactions. Predict the reaction yield, written as a fraction of the theoretical maximum amount of product (1.0 means a 100% yield; for example, 0.34 means a 34% yield). (1) The reactants are [C:1]([C:3]1[CH:4]=[C:5]([CH:7]=[CH:8][CH:9]=1)[NH2:6])#[N:2]. The catalyst is CO.[Pd]. The product is [NH2:6][C:5]1[CH:4]=[C:3]([CH:9]=[CH:8][CH:7]=1)[CH2:1][NH2:2]. The yield is 1.00. (2) The reactants are C(OC(=O)[CH2:10][CH2:11][C@@H:12]([C:21]([OH:23])=O)[NH:13][C:14]([O:16][C:17]([CH3:20])([CH3:19])[CH3:18])=[O:15])C1C=CC=CC=1.ON1[C:30](=[O:31])CCC1=O.C1(N=C=N[CH:42]2[CH2:47][CH2:46][CH2:45][CH2:44][CH2:43]2)CCCCC1.Cl.[NH:49]1[CH2:53][CH2:52][CH2:51][CH:50]1[C:54]#[N:55].C(N(CC)CC)C.C(Cl)Cl.C1OCC[O:68]C1. No catalyst specified. The product is [CH2:30]([O:31][C:10](=[O:68])[CH2:11][CH:12]([NH:13][C:14]([O:16][C:17]([CH3:18])([CH3:19])[CH3:20])=[O:15])[C:21]([N:49]1[CH2:53][CH2:52][CH2:51][CH:50]1[C:54]#[N:55])=[O:23])[C:42]1[CH:43]=[CH:44][CH:45]=[CH:46][CH:47]=1. The yield is 0.800. (3) The reactants are C(NB)(C)(C)C.[Al+3].[Cl-].[Cl-].[Cl-].[Br:11][C:12]1[C:16]2[C:17](=O)[CH:18]3[CH:22]([C:15]=2[S:14][CH:13]=1)[CH2:21][N:20](C(C1C=CC=CC=1)C)[CH2:19]3.B.[Al+3].[Cl-].[Cl-].[Cl-]. The catalyst is ClCCl. The product is [Br:11][C:12]1[C:16]2[CH2:17][CH:18]3[CH:22]([C:15]=2[S:14][CH:13]=1)[CH2:21][NH:20][CH2:19]3. The yield is 0.746. (4) The reactants are [NH2:1][C:2]1[C:3]([O:16][CH3:17])=[CH:4][C:5]2[CH2:11][N:10]([CH2:12][CH3:13])[CH2:9][C:8](=[O:14])[NH:7][C:6]=2[CH:15]=1.Cl[C:19]1[N:24]=[C:23]([NH:25][C:26]2[CH:31]=[CH:30][C:29]([N:32]3[CH2:37][CH2:36][O:35][CH2:34][CH2:33]3)=[CH:28][C:27]=2[O:38][CH3:39])[C:22]([Cl:40])=[CH:21][N:20]=1. No catalyst specified. The product is [Cl:40][C:22]1[C:23]([NH:25][C:26]2[CH:31]=[CH:30][C:29]([N:32]3[CH2:33][CH2:34][O:35][CH2:36][CH2:37]3)=[CH:28][C:27]=2[O:38][CH3:39])=[N:24][C:19]([NH:1][C:2]2[C:3]([O:16][CH3:17])=[CH:4][C:5]3[CH2:11][N:10]([CH2:12][CH3:13])[CH2:9][C:8](=[O:14])[NH:7][C:6]=3[CH:15]=2)=[N:20][CH:21]=1. The yield is 0.220. (5) The reactants are Cl.[Cl:2][C:3]1[CH:8]=[CH:7][C:6]([C:9]2[S:10][C:11]([CH2:15][NH:16][C:17]([CH:19]3[CH2:24][CH2:23][CH2:22][NH:21][CH2:20]3)=[O:18])=[C:12]([CH3:14])[N:13]=2)=[CH:5][CH:4]=1.F[C:26]1[CH:35]=[CH:34][CH:33]=[CH:32][C:27]=1[C:28]([O:30][CH3:31])=[O:29].C(=O)([O-])[O-].[K+].[K+].O. The catalyst is CS(C)=O. The product is [Cl:2][C:3]1[CH:8]=[CH:7][C:6]([C:9]2[S:10][C:11]([CH2:15][NH:16][C:17]([CH:19]3[CH2:24][CH2:23][CH2:22][N:21]([C:26]4[CH:35]=[CH:34][CH:33]=[CH:32][C:27]=4[C:28]([O:30][CH3:31])=[O:29])[CH2:20]3)=[O:18])=[C:12]([CH3:14])[N:13]=2)=[CH:5][CH:4]=1. The yield is 0.0400. (6) The reactants are [Br:1][C:2]1[CH:3]=[CH:4][C:5](I)=[N:6][CH:7]=1.[C:9]1([CH3:15])[CH:14]=[CH:13][CH:12]=[CH:11][CH:10]=1. The catalyst is C(=O)([O-])[O-].[Na+].[Na+].[Pd].C1(P(C2C=CC=CC=2)C2C=CC=CC=2)C=CC=CC=1.C1(P(C2C=CC=CC=2)C2C=CC=CC=2)C=CC=CC=1.C1(P(C2C=CC=CC=2)C2C=CC=CC=2)C=CC=CC=1.C1(P(C2C=CC=CC=2)C2C=CC=CC=2)C=CC=CC=1. The product is [Br:1][C:2]1[CH:3]=[CH:4][C:5]([C:10]2[CH:11]=[CH:12][CH:13]=[CH:14][C:9]=2[CH3:15])=[N:6][CH:7]=1. The yield is 0.840. (7) The reactants are [Cl:1][C:2]1[S:3][C:4]([Cl:11])=[CH:5][C:6]=1[S:7]([Cl:10])(=[O:9])=[O:8].[S][Cl:13].O. The catalyst is S(Cl)(Cl)(=O)=O.[Cl-].[Cl-].[Cl-].[Al+3]. The product is [Cl:1][C:2]1[S:3][C:4]([Cl:11])=[C:5]([Cl:13])[C:6]=1[S:7]([Cl:10])(=[O:8])=[O:9]. The yield is 0.330. (8) The reactants are C(OC(=O)[NH:7][C:8]1[CH:13]=[CH:12][C:11]([C:14]2([CH3:28])[CH2:18][C:17](=[O:19])[N:16]([CH2:20][C:21]3[CH:26]=[CH:25][CH:24]=[CH:23][CH:22]=3)[C:15]2=[O:27])=[CH:10][CH:9]=1)(C)(C)C.Cl.[OH-].[Na+]. The catalyst is C1COCC1.O1CCOCC1.C(OCC)(=O)C. The product is [NH2:7][C:8]1[CH:9]=[CH:10][C:11]([C:14]2([CH3:28])[CH2:18][C:17](=[O:19])[N:16]([CH2:20][C:21]3[CH:22]=[CH:23][CH:24]=[CH:25][CH:26]=3)[C:15]2=[O:27])=[CH:12][CH:13]=1. The yield is 0.810. (9) The yield is 0.460. The reactants are C([O:3][C:4](=[O:18])[CH2:5][CH:6]1[O:10][B:9]([OH:11])[C:8]2[CH:12]=[C:13]([OH:17])[CH:14]=[C:15]([F:16])[C:7]1=2)C.[OH-].[Li+].Cl. The product is [F:16][C:15]1[C:7]2[CH:6]([CH2:5][C:4]([OH:18])=[O:3])[O:10][B:9]([OH:11])[C:8]=2[CH:12]=[C:13]([OH:17])[CH:14]=1. The catalyst is C1COCC1.O.